From a dataset of Full USPTO retrosynthesis dataset with 1.9M reactions from patents (1976-2016). Predict the reactants needed to synthesize the given product. (1) Given the product [OH:11][CH2:12][C:13]1[C:4]([N+:1]([O-:3])=[O:2])=[CH:5][CH:6]=[CH:7][C:8]=1[OH:9], predict the reactants needed to synthesize it. The reactants are: [N+:1]([C:4]1[C:13]2[CH2:12][O:11]C[O:9][C:8]=2[CH:7]=[CH:6][CH:5]=1)([O-:3])=[O:2].Cl. (2) Given the product [CH2:3]([O:10][C:11]1[CH:16]=[CH:15][C:14]([C:17]2[CH:18]=[N:19][C:20]3[N:21]([N:29]=[CH:30][C:31]=3[CH2:32][OH:33])[C:22]=2[CH:23]2[CH2:28][CH2:27][CH2:26][CH2:25][CH2:24]2)=[CH:13][CH:12]=1)[C:4]1[CH:9]=[CH:8][CH:7]=[CH:6][CH:5]=1, predict the reactants needed to synthesize it. The reactants are: [BH4-].[Na+].[CH2:3]([O:10][C:11]1[CH:16]=[CH:15][C:14]([C:17]2[CH:18]=[N:19][C:20]3[N:21]([N:29]=[CH:30][C:31]=3[CH:32]=[O:33])[C:22]=2[CH:23]2[CH2:28][CH2:27][CH2:26][CH2:25][CH2:24]2)=[CH:13][CH:12]=1)[C:4]1[CH:9]=[CH:8][CH:7]=[CH:6][CH:5]=1. (3) Given the product [Br:1][C:2]1[CH:3]=[C:4]2[C:5]([C:6](=[O:8])[N:15]([CH:16]3[CH2:24][C:23]4[C:18](=[CH:19][CH:20]=[CH:21][CH:22]=4)[CH2:17]3)[C:13](=[S:14])[NH:12]2)=[CH:10][CH:11]=1, predict the reactants needed to synthesize it. The reactants are: [Br:1][C:2]1[CH:11]=[CH:10][C:5]([C:6]([O:8]C)=O)=[C:4]([N:12]=[C:13]=[S:14])[CH:3]=1.[NH2:15][CH:16]1[CH2:24][C:23]2[C:18](=[CH:19][CH:20]=[CH:21][CH:22]=2)[CH2:17]1.CC(C)([O-])C.[K+].O. (4) Given the product [CH2:3]([N:4]([CH2:9][C:10]([OH:12])=[O:11])[CH2:5][C:6]([OH:8])=[O:7])[CH2:2][N:13]([CH2:18][C:19]([OH:21])=[O:20])[CH2:14][C:15]([OH:17])=[O:16], predict the reactants needed to synthesize it. The reactants are: O.[CH2:2]([N:13]([CH2:18][C:19]([OH:21])=[O:20])[CH2:14][C:15]([OH:17])=[O:16])[CH2:3][N:4]([CH2:9][C:10]([OH:12])=[O:11])[CH2:5][C:6]([OH:8])=[O:7].[Na].[Na]. (5) The reactants are: F[C:2]1[CH:3]=[CH:4][C:5]([N+:9]([O-:11])=[O:10])=[C:6]([CH3:8])[CH:7]=1.[C:12]([O:16][C:17]([N:19]1[CH2:24][CH2:23][NH:22][CH2:21][CH2:20]1)=[O:18])([CH3:15])([CH3:14])[CH3:13].C(=O)([O-])[O-].[K+].[K+].O. Given the product [C:12]([O:16][C:17]([N:19]1[CH2:24][CH2:23][N:22]([C:2]2[CH:3]=[CH:4][C:5]([N+:9]([O-:11])=[O:10])=[C:6]([CH3:8])[CH:7]=2)[CH2:21][CH2:20]1)=[O:18])([CH3:15])([CH3:13])[CH3:14], predict the reactants needed to synthesize it. (6) Given the product [C:1]([O:4][C@@H:5]1[C@@H:13]([C@@:14]2([CH3:27])[CH2:19][CH2:18][C@H:17]([O:20][C:21](=[O:23])[CH3:22])[CH2:16][C@@H:15]2[CH2:24][CH:25]=[O:26])[CH2:12][CH2:11][C@@:10]2([CH3:28])[C@H:6]1[CH2:7][CH2:8][C:9]2=[CH2:29])(=[O:3])[CH3:2], predict the reactants needed to synthesize it. The reactants are: [C:1]([O:4][C@@H:5]1[C@@H:13]([C@@:14]2([CH3:27])[CH2:19][CH2:18][C@H:17]([O:20][C:21](=[O:23])[CH3:22])[CH2:16][C@@H:15]2[CH2:24][CH2:25][OH:26])[CH2:12][CH2:11][C@@:10]2([CH3:28])[C@H:6]1[CH2:7][CH2:8][C:9]2=[CH2:29])(=[O:3])[CH3:2]. (7) Given the product [NH2:1][C:4]1[CH:5]=[CH:6][C:7]2[O:12][CH2:11][C@H:10]([CH2:13][NH:14][S:15]([NH2:18])(=[O:17])=[O:16])[O:9][C:8]=2[CH:19]=1, predict the reactants needed to synthesize it. The reactants are: [N+:1]([C:4]1[CH:5]=[CH:6][C:7]2[O:12][CH2:11][C@H:10]([CH2:13][NH:14][S:15]([NH2:18])(=[O:17])=[O:16])[O:9][C:8]=2[CH:19]=1)([O-])=O.[N+](C1C=C(O)C(=CC=1)O)([O-])=O. (8) The reactants are: O=[C:2]1[CH2:6][CH2:5][CH:4]([C:7]2[C:15]3[C:10](=[CH:11][CH:12]=[C:13]([C:16]#[N:17])[CH:14]=3)[NH:9][CH:8]=2)[CH2:3]1.[CH3:18][NH:19][CH3:20].C(O[BH-](OC(=O)C)OC(=O)C)(=O)C.[Na+].Cl.C(=O)([O-])[O-].[Na+].[Na+]. Given the product [CH3:18][N:19]([CH3:20])[CH:2]1[CH2:6][CH2:5][CH:4]([C:7]2[C:15]3[C:10](=[CH:11][CH:12]=[C:13]([C:16]#[N:17])[CH:14]=3)[NH:9][CH:8]=2)[CH2:3]1, predict the reactants needed to synthesize it. (9) Given the product [CH3:1]/[CH:2]=[C:3]1\[C:4]([CH2:6][C@H:7]2[C@@H:12]3[CH2:13][CH2:14][C:15]4[C@@:21]([CH3:22])([C@H:11]3[CH2:10][CH2:9][C@:8]\12[CH3:23])[CH2:20][CH2:19][C:17](=[O:18])[CH:16]=4)=[O:5], predict the reactants needed to synthesize it. The reactants are: [CH3:1]/[CH:2]=[C:3]1/[C:4]([CH2:6][C@H:7]2[C@@H:12]3[CH2:13][CH2:14][C:15]4[C@@:21]([CH3:22])([C@H:11]3[CH2:10][CH2:9][C@:8]/12[CH3:23])[CH2:20][CH2:19][C:17](=[O:18])[CH:16]=4)=[O:5].C1(C)C=CC(S(O)(=O)=O)=CC=1.